From a dataset of Catalyst prediction with 721,799 reactions and 888 catalyst types from USPTO. Predict which catalyst facilitates the given reaction. (1) Reactant: [C:1]1([C:7]2[N:12]=[CH:11][C:10]([CH:13]=[O:14])=[CH:9][N:8]=2)[CH:6]=[CH:5][CH:4]=[CH:3][CH:2]=1.[BH4-].[Na+].O. Product: [C:1]1([C:7]2[N:12]=[CH:11][C:10]([CH2:13][OH:14])=[CH:9][N:8]=2)[CH:2]=[CH:3][CH:4]=[CH:5][CH:6]=1. The catalyst class is: 8. (2) Reactant: [Br:1][C:2]1[CH:10]=[CH:9][C:5]([C:6](O)=O)=[C:4]([Cl:11])[CH:3]=1.[NH:12]([C:14](=[S:16])[NH2:15])[NH2:13].O=P(Cl)(Cl)Cl. Product: [Br:1][C:2]1[CH:10]=[CH:9][C:5]([C:6]2[S:16][C:14]([NH2:15])=[N:12][N:13]=2)=[C:4]([Cl:11])[CH:3]=1. The catalyst class is: 6. (3) Reactant: [CH3:1][C:2]1[CH:7]=[C:6]([C:8]2[N:13]=[CH:12][C:11]([CH2:14][C:15]([O:17]C(C)(C)C)=O)=[CH:10][N:9]=2)[CH:5]=[CH:4][N:3]=1.C(O)(C(F)(F)F)=O.[NH2:29][C:30]1[N:35]=[CH:34][C:33]([N:36]2[CH2:41][CH2:40][N:39]([C:42](=[O:44])[CH3:43])[CH2:38][CH2:37]2)=[CH:32][CH:31]=1.CCN(C(C)C)C(C)C.F[P-](F)(F)(F)(F)F.N1(OC(N(C)C)=[N+](C)C)C2N=CC=CC=2N=N1. Product: [C:42]([N:39]1[CH2:38][CH2:37][N:36]([C:33]2[CH:32]=[CH:31][C:30]([NH:29][C:15](=[O:17])[CH2:14][C:11]3[CH:12]=[N:13][C:8]([C:6]4[CH:5]=[CH:4][N:3]=[C:2]([CH3:1])[CH:7]=4)=[N:9][CH:10]=3)=[N:35][CH:34]=2)[CH2:41][CH2:40]1)(=[O:44])[CH3:43]. The catalyst class is: 2. (4) Reactant: CO.[OH-].[K+].[Br:5][C:6]1[C:11]2[CH:12]=[C:13]([C:15]([CH3:18])([CH3:17])[CH3:16])[O:14][C:10]=2[C:9]([C:19]([O:21]C)=[O:20])=[CH:8][C:7]=1[C:23]1[CH:28]=[CH:27][CH:26]=[CH:25][CH:24]=1. Product: [Br:5][C:6]1[C:11]2[CH:12]=[C:13]([C:15]([CH3:17])([CH3:18])[CH3:16])[O:14][C:10]=2[C:9]([C:19]([OH:21])=[O:20])=[CH:8][C:7]=1[C:23]1[CH:28]=[CH:27][CH:26]=[CH:25][CH:24]=1. The catalyst class is: 7.